From a dataset of Forward reaction prediction with 1.9M reactions from USPTO patents (1976-2016). Predict the product of the given reaction. (1) Given the reactants [N+:1]([C:4]1[CH:12]=[CH:11][C:7]([C:8](Cl)=[O:9])=[CH:6][CH:5]=1)([O-:3])=[O:2].[Cl-].[Cl-].[Cl-].[Al+3], predict the reaction product. The product is: [CH3:8][C:7]1[CH:11]=[CH:12][C:4]([C:8]([C:7]2[CH:11]=[CH:12][C:4]([N+:1]([O-:3])=[O:2])=[CH:5][CH:6]=2)=[O:9])=[CH:5][CH:6]=1. (2) Given the reactants [CH3:1][C:2]1[CH:3]=[C:4]([C:12]2[CH:17]=[C:16]([C:18]([F:21])([F:20])[F:19])[N:15]3[N:22]=[CH:23][C:24]([C:25](O)=[O:26])=[C:14]3[N:13]=2)[CH:5]=[CH:6][C:7]=1[C:8]([F:11])([F:10])[F:9].[NH2:28][C:29]1[CH:30]=[C:31]([S:35]([NH:38][CH:39]2[CH2:41][CH2:40]2)(=[O:37])=[O:36])[CH:32]=[CH:33][CH:34]=1, predict the reaction product. The product is: [CH:39]1([NH:38][S:35]([C:31]2[CH:30]=[C:29]([NH:28][C:25]([C:24]3[CH:23]=[N:22][N:15]4[C:16]([C:18]([F:21])([F:20])[F:19])=[CH:17][C:12]([C:4]5[CH:5]=[CH:6][C:7]([C:8]([F:11])([F:9])[F:10])=[C:2]([CH3:1])[CH:3]=5)=[N:13][C:14]=34)=[O:26])[CH:34]=[CH:33][CH:32]=2)(=[O:37])=[O:36])[CH2:41][CH2:40]1. (3) Given the reactants [OH:1][C:2]([C:4](F)(F)F)=O.[NH2:8][C:9](=[NH:42])[N:10]1[CH2:14][C@@H:13]([C:15]2[CH:20]=[CH:19][C:18]([Cl:21])=[CH:17][CH:16]=2)[C@H:12]([C:22]([N:24]2[CH2:28][CH2:27][C@H:26]([N:29]([C@H:35]3[CH2:40][CH2:39][C@@H:38]([CH3:41])[CH2:37][CH2:36]3)[C:30](=[O:34])[CH:31]([CH3:33])[CH3:32])[CH2:25]2)=[O:23])[CH2:11]1.C(OC(=O)C)(=O)C, predict the reaction product. The product is: [C:2]([NH:42][C:9](=[NH:8])[N:10]1[CH2:14][C@@H:13]([C:15]2[CH:20]=[CH:19][C:18]([Cl:21])=[CH:17][CH:16]=2)[C@H:12]([C:22]([N:24]2[CH2:28][CH2:27][C@H:26]([N:29]([C@H:35]3[CH2:36][CH2:37][C@@H:38]([CH3:41])[CH2:39][CH2:40]3)[C:30](=[O:34])[CH:31]([CH3:33])[CH3:32])[CH2:25]2)=[O:23])[CH2:11]1)(=[O:1])[CH3:4]. (4) Given the reactants Cl[C:2]1[C:7]([C:8]#[N:9])=[C:6]([NH:10][CH2:11][CH2:12][OH:13])[N:5]=[C:4]([NH:14][CH2:15][CH2:16][OH:17])[N:3]=1.[CH3:18][S:19][C:20]1[CH:25]=[CH:24][CH:23]=[CH:22][C:21]=1[N:26]1[CH2:31][CH2:30][NH:29][CH2:28][CH2:27]1.C(N(C(C)C)C(C)C)C, predict the reaction product. The product is: [OH:17][CH2:16][CH2:15][NH:14][C:4]1[N:5]=[C:6]([NH:10][CH2:11][CH2:12][OH:13])[C:7]([C:8]#[N:9])=[C:2]([N:29]2[CH2:28][CH2:27][N:26]([C:21]3[CH:22]=[CH:23][CH:24]=[CH:25][C:20]=3[S:19][CH3:18])[CH2:31][CH2:30]2)[N:3]=1. (5) Given the reactants [CH:1]1([NH:4][C:5]2[C:10]([C:11]([NH2:13])=[O:12])=[CH:9][N:8]=[C:7]([NH:14][C:15]3[CH:20]=[CH:19][C:18]([CH:21]4[CH2:26][CH2:25][N:24]([C:27](=[O:31])N(C)C)[CH2:23][CH2:22]4)=[CH:17][CH:16]=3)[N:6]=2)[CH2:3][CH2:2]1.[CH3:32][O:33][CH2:34]C(Cl)=O, predict the reaction product. The product is: [CH:1]1([NH:4][C:5]2[C:10]([C:11]([NH2:13])=[O:12])=[CH:9][N:8]=[C:7]([NH:14][C:15]3[CH:16]=[CH:17][C:18]([CH:21]4[CH2:26][CH2:25][N:24]([C:27](=[O:31])[CH2:32][O:33][CH3:34])[CH2:23][CH2:22]4)=[CH:19][CH:20]=3)[N:6]=2)[CH2:2][CH2:3]1. (6) Given the reactants [CH2:1]([N:8]([CH2:17][C:18]1[CH:23]=[CH:22][CH:21]=[CH:20][CH:19]=1)[CH:9]([C:13]([OH:16])([CH3:15])[CH3:14])[C:10]([OH:12])=[O:11])[C:2]1[CH:7]=[CH:6][CH:5]=[CH:4][CH:3]=1.F[C:25]1[CH:30]=[CH:29][C:28]([F:31])=[CH:27][C:26]=1[N+:32]([O-:34])=[O:33].C[Si]([N-][Si](C)(C)C)(C)C.[K+], predict the reaction product. The product is: [CH2:17]([N:8]([CH2:1][C:2]1[CH:3]=[CH:4][CH:5]=[CH:6][CH:7]=1)[CH:9]([C:13]([O:16][C:25]1[CH:30]=[CH:29][C:28]([F:31])=[CH:27][C:26]=1[N+:32]([O-:34])=[O:33])([CH3:15])[CH3:14])[C:10]([OH:12])=[O:11])[C:18]1[CH:19]=[CH:20][CH:21]=[CH:22][CH:23]=1. (7) Given the reactants C[O:2][C@:3]1([C@@H:24]2[CH2:28][S:27][C:26](=[O:29])[N:25]2CC2C=CC(OC)=CC=2)[CH2:8][C@H:7]([O:9][C:10](=[O:18])/[CH:11]=[C:12](/[CH3:17])\[CH2:13][CH2:14][CH:15]=[CH2:16])[CH2:6][C@@H:5]([CH2:19][CH2:20][CH2:21][CH:22]=[CH2:23])[O:4]1.CO[C@]1([C@@H]2CSC(=O)N2CC2C=CC(OC)=CC=2)C[C@H]2C[C@@H](CCCC=CCCC(C)=CC(=O)O2)O1, predict the reaction product. The product is: [OH:2][C@:3]1([C@@H:24]2[CH2:28][S:27][C:26](=[O:29])[NH:25]2)[CH2:8][C@H:7]([O:9][C:10](=[O:18])/[CH:11]=[C:12](/[CH3:17])\[CH2:13][CH2:14][CH:15]=[CH2:16])[CH2:6][C@@H:5]([CH2:19][CH2:20][CH2:21][CH:22]=[CH2:23])[O:4]1. (8) Given the reactants Br[C:2]1[C:3]([O:13][CH3:14])=[CH:4][C:5]([OH:12])=[C:6]([CH:11]=1)[C:7]([O:9][CH3:10])=[O:8].[B:15]1([B:15]2[O:19][C:18]([CH3:21])([CH3:20])[C:17]([CH3:23])([CH3:22])[O:16]2)[O:19][C:18]([CH3:21])([CH3:20])[C:17]([CH3:23])([CH3:22])[O:16]1.C([O-])(=O)C.[K+].O, predict the reaction product. The product is: [OH:12][C:5]1[CH:4]=[C:3]([O:13][CH3:14])[C:2]([B:15]2[O:19][C:18]([CH3:21])([CH3:20])[C:17]([CH3:23])([CH3:22])[O:16]2)=[CH:11][C:6]=1[C:7]([O:9][CH3:10])=[O:8].